Dataset: Catalyst prediction with 721,799 reactions and 888 catalyst types from USPTO. Task: Predict which catalyst facilitates the given reaction. (1) Reactant: Br[CH2:2][CH2:3][CH2:4][CH2:5][N:6]1[C:10](=[O:11])[C:9]2=[CH:12][CH:13]=[CH:14][CH:15]=[C:8]2[C:7]1=[O:16].C(=O)([O-])[O-].[Cs+].[Cs+].[I-].[Na+].[CH3:25][CH2:26][CH2:27][NH:28][C@@H:29]1[CH2:38][C:33]2[S:34][C:35]([NH2:37])=[N:36][C:32]=2[CH2:31][CH2:30]1. Product: [NH2:37][C:35]1[S:34][C:33]2[CH2:38][C@@H:29]([N:28]([CH2:27][CH2:26][CH3:25])[CH2:2][CH2:3][CH2:4][CH2:5][N:6]3[C:10](=[O:11])[C:9]4[C:8](=[CH:15][CH:14]=[CH:13][CH:12]=4)[C:7]3=[O:16])[CH2:30][CH2:31][C:32]=2[N:36]=1. The catalyst class is: 10. (2) The catalyst class is: 23. Product: [CH3:1][O:2][C:3]([C:5]1[C:14]2[C:9](=[CH:10][CH:11]=[CH:12][CH:13]=2)[N:8]=[C:7]([C:15]2[CH:20]=[CH:19][CH:18]=[CH:17][CH:16]=2)[C:6]=1[CH2:21][Br:29])=[O:4]. Reactant: [CH3:1][O:2][C:3]([C:5]1[C:14]2[C:9](=[CH:10][CH:11]=[CH:12][CH:13]=2)[N:8]=[C:7]([C:15]2[CH:20]=[CH:19][CH:18]=[CH:17][CH:16]=2)[C:6]=1[CH3:21])=[O:4].C1C(=O)N([Br:29])C(=O)C1.C(OOC(=O)C1C=CC=CC=1)(=O)C1C=CC=CC=1. (3) Reactant: [F:1][C:2]1[C:7]([O:8]C)=[CH:6][CH:5]=[CH:4][C:3]=1[C:10]1[N:15]([CH2:16][CH2:17][C:18]2[CH:23]=[CH:22][CH:21]=[CH:20][CH:19]=2)[C:14](=[O:24])[C:13]([CH2:25][CH:26]([CH3:28])[CH3:27])=[C:12]([CH3:29])[N:11]=1.B(Br)(Br)Br. Product: [F:1][C:2]1[C:7]([OH:8])=[CH:6][CH:5]=[CH:4][C:3]=1[C:10]1[N:15]([CH2:16][CH2:17][C:18]2[CH:19]=[CH:20][CH:21]=[CH:22][CH:23]=2)[C:14](=[O:24])[C:13]([CH2:25][CH:26]([CH3:27])[CH3:28])=[C:12]([CH3:29])[N:11]=1. The catalyst class is: 793. (4) Reactant: [NH2:1][C:2]1[NH:6][N:5]=[C:4]([OH:7])[C:3]=1[C:8]1[CH:13]=[CH:12][CH:11]=[CH:10][N:9]=1.[CH3:14][O:15][CH2:16][N:17]1[C:25]2[C:20](=[CH:21][C:22]([C:26](=O)[CH2:27][C:28](OCC)=[O:29])=[CH:23][CH:24]=2)[CH:19]=[N:18]1.CC1C=CC(S(O)(=O)=O)=CC=1. Product: [OH:7][C:4]1[C:3]([C:8]2[CH:13]=[CH:12][CH:11]=[CH:10][N:9]=2)=[C:2]2[NH:1][C:26]([C:22]3[CH:21]=[C:20]4[C:25](=[CH:24][CH:23]=3)[N:17]([CH2:16][O:15][CH3:14])[N:18]=[CH:19]4)=[CH:27][C:28](=[O:29])[N:6]2[N:5]=1. The catalyst class is: 114.